From a dataset of Catalyst prediction with 721,799 reactions and 888 catalyst types from USPTO. Predict which catalyst facilitates the given reaction. (1) Reactant: Cl[C:2]1[N:7]=[C:6]([NH:8][C:9]2[CH:18]=[CH:17][CH:16]=[CH:15][C:10]=2[C:11]([NH:13][CH3:14])=[O:12])[C:5]([C:19]([F:22])([F:21])[F:20])=[CH:4][N:3]=1.[NH2:23][C:24]1[CH:29]=[CH:28][C:27]([CH:30]([P:32](=[O:39])([O:36][CH2:37][CH3:38])[O:33][CH2:34][CH3:35])[OH:31])=[CH:26][CH:25]=1.[C:40](O)([C:42](F)(F)F)=O. Product: [CH2:40]([O:31][CH:30]([P:32](=[O:39])([O:33][CH2:34][CH3:35])[O:36][CH2:37][CH3:38])[C:27]1[CH:28]=[CH:29][C:24]([NH:23][C:2]2[N:7]=[C:6]([NH:8][C:9]3[CH:18]=[CH:17][CH:16]=[CH:15][C:10]=3[C:11](=[O:12])[NH:13][CH3:14])[C:5]([C:19]([F:22])([F:21])[F:20])=[CH:4][N:3]=2)=[CH:25][CH:26]=1)[CH3:42]. The catalyst class is: 14. (2) Reactant: [Br:1]Br.[C:3]([C:7]1[CH:12]=[CH:11][C:10]([OH:13])=[CH:9][CH:8]=1)([CH3:6])([CH3:5])[CH3:4].C(Cl)(Cl)(Cl)Cl. Product: [Br:1][C:11]1[CH:12]=[C:7]([C:3]([CH3:6])([CH3:4])[CH3:5])[CH:8]=[CH:9][C:10]=1[OH:13]. The catalyst class is: 22. (3) Reactant: [Cl:1][C:2]1[C:3]([O:12][C:13]2[CH:18]=[C:17]([O:19][CH2:20][CH2:21][O:22][CH3:23])[CH:16]=[CH:15][C:14]=2/[CH:24]=[CH:25]/[C:26](O)=[O:27])=[N:4][CH:5]=[C:6]([C:8]([F:11])([F:10])[F:9])[CH:7]=1.Cl.C(N=C=NCCCN(C)C)C.[F:41][C:42]1[CH:47]=[CH:46][C:45]([S:48]([NH2:51])(=[O:50])=[O:49])=[CH:44][CH:43]=1.Cl. Product: [Cl:1][C:2]1[C:3]([O:12][C:13]2[CH:18]=[C:17]([O:19][CH2:20][CH2:21][O:22][CH3:23])[CH:16]=[CH:15][C:14]=2/[CH:24]=[CH:25]/[C:26]([NH:51][S:48]([C:45]2[CH:44]=[CH:43][C:42]([F:41])=[CH:47][CH:46]=2)(=[O:50])=[O:49])=[O:27])=[N:4][CH:5]=[C:6]([C:8]([F:9])([F:11])[F:10])[CH:7]=1. The catalyst class is: 766. (4) Reactant: [F:1][C:2]1[CH:7]=[CH:6][CH:5]=[CH:4][C:3]=1[OH:8].Br[C:10]1[CH:15]=[CH:14][C:13]([Br:16])=[CH:12][N:11]=1.CN(C)C=O.[H-].[Na+]. Product: [Br:16][C:13]1[CH:14]=[CH:15][C:10]([O:8][C:3]2[CH:4]=[CH:5][CH:6]=[CH:7][C:2]=2[F:1])=[N:11][CH:12]=1. The catalyst class is: 6. (5) Reactant: [CH3:1][C:2](=[N:6][OH:7])[C:3](=O)[CH3:4].[CH3:8][NH:9][NH2:10]. Product: [CH3:8][NH:9][N:10]=[C:3]([CH3:4])[C:2](=[N:6][OH:7])[CH3:1]. The catalyst class is: 8. (6) Product: [F:1][C:2]1[C:3]([C:8]2([CH2:12][NH:13][C:21]3[N:22]=[N:23][C:24]([C:27]4[S:28][C:29]([C:32]5[NH:36][C:35](=[O:37])[NH:34][N:33]=5)=[CH:30][CH:31]=4)=[CH:25][CH:26]=3)[CH2:9][CH2:10][CH2:11]2)=[N:4][CH:5]=[CH:6][CH:7]=1. Reactant: [F:1][C:2]1[C:3]([C:8]2([CH2:12][N:13]([C:21]3[N:22]=[N:23][C:24]([C:27]4[S:28][C:29]([C:32]5[NH:36][C:35](=[O:37])[NH:34][N:33]=5)=[CH:30][CH:31]=4)=[CH:25][CH:26]=3)C(=O)OC(C)(C)C)[CH2:11][CH2:10][CH2:9]2)=[N:4][CH:5]=[CH:6][CH:7]=1.C(O)(C(F)(F)F)=O. The catalyst class is: 2.